This data is from Full USPTO retrosynthesis dataset with 1.9M reactions from patents (1976-2016). The task is: Predict the reactants needed to synthesize the given product. (1) Given the product [CH2:28]([CH:10]1[CH2:11][CH:12]([CH3:13])[N:8]([CH2:7][C:6]2[CH:15]=[CH:16][C:3]([O:2][CH3:1])=[CH:4][CH:5]=2)[C:9]1=[O:14])[CH3:29], predict the reactants needed to synthesize it. The reactants are: [CH3:1][O:2][C:3]1[CH:16]=[CH:15][C:6]([CH2:7][N:8]2[CH:12]([CH3:13])[CH2:11][CH2:10][C:9]2=[O:14])=[CH:5][CH:4]=1.C[Si]([N-][Si](C)(C)C)(C)C.[Na+].I[CH2:28][CH3:29].[Cl-].[NH4+]. (2) The reactants are: [Br:1][C:2]1[CH:7]=[C:6]([N+]([O-])=O)[CH:5]=[C:4]([Br:11])[CH:3]=1.[OH-].[K+].CN(C)[C:16](=[O:20])N(C)C. Given the product [Br:1][C:2]1[CH:7]=[C:6]([O:20][CH2:16][C:2]2[CH:7]=[CH:6][CH:5]=[CH:4][CH:3]=2)[CH:5]=[C:4]([Br:11])[CH:3]=1, predict the reactants needed to synthesize it.